This data is from Reaction yield outcomes from USPTO patents with 853,638 reactions. The task is: Predict the reaction yield, written as a fraction of the theoretical maximum amount of product (1.0 means a 100% yield; for example, 0.34 means a 34% yield). (1) The reactants are [C:1]12([NH2:11])[CH2:10][CH:5]3[CH2:6][CH:7]([CH2:9][CH:3]([CH2:4]3)[CH2:2]1)[CH2:8]2.[Cl:12][C:13]1[CH:14]=[C:15]([CH:18]=[C:19]([F:22])[C:20]=1[OH:21])[CH:16]=O. No catalyst specified. The product is [C:1]12([NH:11][CH2:16][C:15]3[CH:18]=[C:19]([F:22])[C:20]([OH:21])=[C:13]([Cl:12])[CH:14]=3)[CH2:8][CH:7]3[CH2:6][CH:5]([CH2:4][CH:3]([CH2:9]3)[CH2:2]1)[CH2:10]2. The yield is 0.610. (2) The reactants are [NH2:1][C@@H:2]1[C:11]2[C:6](=[CH:7][CH:8]=[CH:9][CH:10]=2)[C@H:5]([OH:12])[CH2:4][CH2:3]1.[H-].[Na+].F[C:16]1[CH:17]=[CH:18][C:19]2[N:20]([C:22]([N:25]3[CH2:30][CH2:29][N:28]([CH3:31])[CH2:27][CH2:26]3)=[N:23][N:24]=2)[CH:21]=1. The catalyst is CN(C=O)C.O. The product is [CH3:31][N:28]1[CH2:27][CH2:26][N:25]([C:22]2[N:20]3[CH:21]=[C:16]([O:12][C@H:5]4[C:6]5[C:11](=[CH:10][CH:9]=[CH:8][CH:7]=5)[C@@H:2]([NH2:1])[CH2:3][CH2:4]4)[CH:17]=[CH:18][C:19]3=[N:24][N:23]=2)[CH2:30][CH2:29]1. The yield is 0.780. (3) The reactants are [OH:1][C:2]1[CH:10]=[CH:9][C:8]([N:11]2[CH:15]=[CH:14][CH:13]=[CH:12]2)=[CH:7][C:3]=1[C:4]([OH:6])=[O:5].Cl.CN(C)[CH2:19][CH2:20]CN=C=N.O.ON1C2C=CC=CC=2N=N1.C(O)C. The catalyst is CN(C)C=O.O. The product is [N:11]1([C:8]2[CH:7]=[C:3]([C:4]([O:6][CH2:19][CH3:20])=[O:5])[C:2]([OH:1])=[CH:10][CH:9]=2)[CH:15]=[CH:14][CH:13]=[CH:12]1. The yield is 0.200. (4) The reactants are ClC(Cl)(O[C:5](=[O:11])OC(Cl)(Cl)Cl)Cl.[CH:13]([N:16]1[C:20]2[N:21]=[C:22]([C:31]3[CH:36]=[CH:35][C:34]([NH2:37])=[CH:33][CH:32]=3)[N:23]=[C:24]([N:25]3[CH2:30][CH2:29][O:28][CH2:27][CH2:26]3)[C:19]=2[N:18]=[N:17]1)([CH3:15])[CH3:14].[CH3:38][N:39]([CH3:43])[CH2:40][CH2:41][NH2:42].CCN(CC)CC. The catalyst is C(Cl)Cl. The product is [CH3:38][N:39]([CH3:43])[CH2:40][CH2:41][NH:42][C:5]([NH:37][C:34]1[CH:33]=[CH:32][C:31]([C:22]2[N:23]=[C:24]([N:25]3[CH2:30][CH2:29][O:28][CH2:27][CH2:26]3)[C:19]3[N:18]=[N:17][N:16]([CH:13]([CH3:15])[CH3:14])[C:20]=3[N:21]=2)=[CH:36][CH:35]=1)=[O:11]. The yield is 0.330. (5) The reactants are [CH2:1]([N:4]([CH3:23])[C:5]1[C:9]([C:10](=[O:13])[CH:11]=[CH2:12])=[CH:8][N:7]([CH2:14][C:15]2[CH:20]=[CH:19][C:18]([O:21][CH3:22])=[CH:17][CH:16]=2)[N:6]=1)C=C. The catalyst is Cl[Ru](=C1N(C2C(C)=CC(C)=CC=2C)CCN1C1C(C)=CC(C)=CC=1C)(Cl)(=CC1C=CC=CC=1)[P](C1CCCCC1)(C1CCCCC1)C1CCCCC1.C(Cl)Cl. The product is [CH3:22][O:21][C:18]1[CH:17]=[CH:16][C:15]([CH2:14][N:7]2[CH:8]=[C:9]3[C:5]([N:4]([CH3:1])[CH2:23][CH:12]=[CH:11][C:10]3=[O:13])=[N:6]2)=[CH:20][CH:19]=1. The yield is 0.950. (6) The reactants are [Br:1][C:2]1[CH:3]=[C:4]2[C:8](=[CH:9][CH:10]=1)[NH:7][C:6]([CH3:11])=[CH:5]2.[CH3:12][O:13][CH2:14][O:15][C:16]1[CH:21]=[CH:20][C:19](I)=[CH:18][CH:17]=1. No catalyst specified. The product is [Br:1][C:2]1[CH:3]=[C:4]2[C:8](=[CH:9][CH:10]=1)[N:7]([C:19]1[CH:20]=[CH:21][C:16]([O:15][CH2:14][O:13][CH3:12])=[CH:17][CH:18]=1)[C:6]([CH3:11])=[CH:5]2. The yield is 0.0840. (7) The reactants are C([O:3][C:4]([C:6]1[C:10]([CH3:11])=[CH:9][NH:8][C:7]=1[CH2:12][CH2:13][NH:14][CH2:15][CH2:16][N:17]([CH3:19])[CH3:18])=O)C.C[Al](C)C.Cl.[OH-].[Na+]. The catalyst is C1(C)C=CC=CC=1.O. The product is [CH3:18][N:17]([CH3:19])[CH2:16][CH2:15][N:14]1[CH2:13][CH2:12][C:7]2[NH:8][CH:9]=[C:10]([CH3:11])[C:6]=2[C:4]1=[O:3]. The yield is 0.970. (8) The reactants are [NH2:1][C:2]1[CH:11]=[CH:10][C:5]2[NH:6][C:7](=[O:9])[NH:8][C:4]=2[CH:3]=1.[Cl:12][C:13]1[N:18]=[C:17](Cl)[C:16]([F:20])=[CH:15][N:14]=1.CO. The catalyst is O. The product is [Cl:12][C:13]1[N:18]=[C:17]([NH:1][C:2]2[CH:11]=[CH:10][C:5]3[NH:6][C:7](=[O:9])[NH:8][C:4]=3[CH:3]=2)[C:16]([F:20])=[CH:15][N:14]=1. The yield is 0.700.